Dataset: Reaction yield outcomes from USPTO patents with 853,638 reactions. Task: Predict the reaction yield, written as a fraction of the theoretical maximum amount of product (1.0 means a 100% yield; for example, 0.34 means a 34% yield). (1) The reactants are Cl[C:2]1[CH:7]=[CH:6][N:5]=[C:4]2[CH:8]=[C:9]([C:11]3[N:16]=[CH:15][C:14]([CH2:17][CH2:18][N:19]4[CH2:23][CH2:22][CH2:21][C:20]4=[O:24])=[CH:13][CH:12]=3)[S:10][C:3]=12.[F:25][C:26]1[CH:31]=[C:30]([N+:32]([O-:34])=[O:33])[CH:29]=[CH:28][C:27]=1[OH:35].C(=O)([O-])[O-].[K+].[K+]. The catalyst is C1(OC2C=CC=CC=2)C=CC=CC=1. The product is [F:25][C:26]1[CH:31]=[C:30]([N+:32]([O-:34])=[O:33])[CH:29]=[CH:28][C:27]=1[O:35][C:2]1[CH:7]=[CH:6][N:5]=[C:4]2[CH:8]=[C:9]([C:11]3[N:16]=[CH:15][C:14]([CH2:17][CH2:18][N:19]4[CH2:23][CH2:22][CH2:21][C:20]4=[O:24])=[CH:13][CH:12]=3)[S:10][C:3]=12. The yield is 0.470. (2) The reactants are O=[C:2]([CH2:7][CH3:8])[C:3]([O:5][CH3:6])=[O:4].C1(C)C=CC=CC=1.[NH:16]1[CH2:20][CH2:19][CH2:18][C:17]1=[O:21].O=P(Cl)(Cl)Cl. The catalyst is O. The product is [O:21]=[C:17]1[CH2:18][CH2:19][CH2:20][N:16]1/[C:2](=[CH:7]\[CH3:8])/[C:3]([O:5][CH3:6])=[O:4]. The yield is 0.600. (3) The reactants are [CH2:1]([O:3][C:4]([C:6]1[NH:7][C:8]2[C:13]([CH:14]=1)=[CH:12][C:11]([NH2:15])=[CH:10][CH:9]=2)=[O:5])[CH3:2].[CH2:16]([N:18]1[CH2:23][CH2:22][CH2:21][CH2:20][C:19]1=O)[CH3:17].[BH4-].[Na+].[OH-].[Na+]. The catalyst is CO.CC(C)[O-].[Ti+4].CC(C)[O-].CC(C)[O-].CC(C)[O-].C(OCC)(=O)C. The product is [CH2:1]([O:3][C:4]([C:6]1[NH:7][C:8]2[C:13]([CH:14]=1)=[CH:12][C:11]([NH:15][CH:21]1[CH2:22][CH2:23][N:18]([CH2:16][CH3:17])[CH2:19][CH2:20]1)=[CH:10][CH:9]=2)=[O:5])[CH3:2]. The yield is 0.760. (4) The reactants are [C:1](N1C=CN=C1)(N1C=CN=C1)=[O:2].[OH:13][C:14]1[CH:19]=[CH:18][C:17]([CH2:20][CH2:21][OH:22])=[CH:16][CH:15]=1.[C:23]([O:27][C:28]([CH3:31])([CH3:30])[CH3:29])(=[O:26])[NH:24][NH2:25].O. The catalyst is O1CCCC1.C(OCC)(=O)C. The product is [NH:24]([C:23]([O:27][C:28]([CH3:31])([CH3:30])[CH3:29])=[O:26])[NH:25][C:1]([O:22][CH2:21][CH2:20][C:17]1[CH:18]=[CH:19][C:14]([OH:13])=[CH:15][CH:16]=1)=[O:2]. The yield is 0.208. (5) The reactants are [CH3:1][N:2]([CH3:8])[C@H:3]1[CH2:7][CH2:6][NH:5][CH2:4]1.C(N(CC)CC)C.[C:16]([C:18]1[C:23]2[N:24]=[C:25]([N:27]3[CH2:30][CH:29]([NH:31][C:32](=[O:38])[O:33][C:34]([CH3:37])([CH3:36])[CH3:35])[CH2:28]3)[O:26][C:22]=2[C:21](F)=[C:20]([C:40]2[CH:45]=[CH:44][CH:43]=[CH:42][CH:41]=2)[C:19]=1[CH3:46])#[N:17]. The catalyst is CS(C)=O. The product is [C:16]([C:18]1[C:23]2[N:24]=[C:25]([N:27]3[CH2:28][CH:29]([NH:31][C:32](=[O:38])[O:33][C:34]([CH3:37])([CH3:36])[CH3:35])[CH2:30]3)[O:26][C:22]=2[C:21]([N:5]2[CH2:6][CH2:7][C@H:3]([N:2]([CH3:8])[CH3:1])[CH2:4]2)=[C:20]([C:40]2[CH:41]=[CH:42][CH:43]=[CH:44][CH:45]=2)[C:19]=1[CH3:46])#[N:17]. The yield is 0.532. (6) The reactants are [CH2:1]([C:8]1[NH:9][C:10](=[O:15])[CH:11]=[C:12]([CH3:14])[N:13]=1)[C:2]1[CH:7]=[CH:6][CH:5]=[CH:4][CH:3]=1.Br[CH2:17][CH2:18][O:19][C:20]1[CH:27]=[CH:26][C:23]([CH:24]=[O:25])=[CH:22][CH:21]=1.[H-].[Na+]. No catalyst specified. The product is [CH2:1]([C:8]1[N:9]([CH2:17][CH2:18][O:19][C:20]2[CH:27]=[CH:26][C:23]([CH:24]=[O:25])=[CH:22][CH:21]=2)[C:10](=[O:15])[CH:11]=[C:12]([CH3:14])[N:13]=1)[C:2]1[CH:3]=[CH:4][CH:5]=[CH:6][CH:7]=1. The yield is 0.206. (7) The reactants are Cl[C:2]1[C:11]2[CH2:10][N:9]([CH2:12][C:13]3[CH:18]=[CH:17][C:16]([O:19][CH3:20])=[CH:15][CH:14]=3)[C:8](=[O:21])[NH:7][C:6]=2[N:5]=[CH:4][CH:3]=1.[Cl:22][C:23]1[CH:31]=[CH:30][C:26]2[O:27][CH2:28][O:29][C:25]=2[C:24]=1[NH2:32].CC(C1C=C(C(C)C)C(C2C=CC=CC=2P(C2CCCCC2)C2CCCCC2)=C(C(C)C)C=1)C.CC([O-])(C)C.[Na+]. The catalyst is O1CCOCC1.CC([O-])=O.CC([O-])=O.[Pd+2]. The product is [Cl:22][C:23]1[CH:31]=[CH:30][C:26]2[O:27][CH2:28][O:29][C:25]=2[C:24]=1[NH:32][C:2]1[C:11]2[CH2:10][N:9]([CH2:12][C:13]3[CH:18]=[CH:17][C:16]([O:19][CH3:20])=[CH:15][CH:14]=3)[C:8](=[O:21])[NH:7][C:6]=2[N:5]=[CH:4][CH:3]=1. The yield is 0.350. (8) The reactants are [Br:1][C:2]1[CH:7]=[CH:6][C:5]([C@@H:8]([N:10]2[CH2:15][CH2:14][C@@:13]([CH2:22][CH2:23]CS([O-])(=O)=O)([C:16]3[CH:21]=[CH:20][CH:19]=[CH:18][CH:17]=3)[O:12][C:11]2=[O:29])[CH3:9])=[CH:4][CH:3]=1.C([O-])([O-])=O.[K+].[K+].[S:36]1(=[O:42])(=[O:41])[CH2:40][CH2:39][CH2:38][NH:37]1. The catalyst is C(#N)C. The product is [Br:1][C:2]1[CH:7]=[CH:6][C:5]([C@@H:8]([N:10]2[CH2:15][CH2:14][C@:13]([CH2:22][CH2:23][N:37]3[CH2:38][CH2:39][CH2:40][S:36]3(=[O:42])=[O:41])([C:16]3[CH:21]=[CH:20][CH:19]=[CH:18][CH:17]=3)[O:12][C:11]2=[O:29])[CH3:9])=[CH:4][CH:3]=1. The yield is 0.0100. (9) The catalyst is C1(C)C=CC=CC=1.C(OC(=O)C)C.C1C=CC([P]([Pd]([P](C2C=CC=CC=2)(C2C=CC=CC=2)C2C=CC=CC=2)([P](C2C=CC=CC=2)(C2C=CC=CC=2)C2C=CC=CC=2)[P](C2C=CC=CC=2)(C2C=CC=CC=2)C2C=CC=CC=2)(C2C=CC=CC=2)C2C=CC=CC=2)=CC=1. The reactants are Br[C:2]1[C:7]2[N:8]=[C:9]([C:11]3[CH:16]=[CH:15][C:14]([O:17][CH3:18])=[CH:13][CH:12]=3)[S:10][C:6]=2[CH:5]=[C:4]([O:19][CH3:20])[CH:3]=1.[C:21](=O)([O-])[O-].[K+].[K+].CB(O)O. The yield is 0.770. The product is [CH3:21][C:2]1[C:7]2[N:8]=[C:9]([C:11]3[CH:16]=[CH:15][C:14]([O:17][CH3:18])=[CH:13][CH:12]=3)[S:10][C:6]=2[CH:5]=[C:4]([O:19][CH3:20])[CH:3]=1.